From a dataset of Full USPTO retrosynthesis dataset with 1.9M reactions from patents (1976-2016). Predict the reactants needed to synthesize the given product. (1) The reactants are: C(O[C:6](=O)[NH:7][C@@H:8]1[CH2:13][CH2:12][CH2:11][CH2:10][C@H:9]1[OH:14])(C)(C)C.[H-].[Al+3].[Li+].[H-].[H-].[H-].O.[OH-].[Na+]. Given the product [CH3:6][NH:7][C@@H:8]1[CH2:13][CH2:12][CH2:11][CH2:10][C@H:9]1[OH:14], predict the reactants needed to synthesize it. (2) Given the product [NH:3]1[C:4]2[C:11](=[CH:10][CH2:8][CH2:6][CH:5]=2)[CH:1]=[C:2]1[C:12]([OH:14])=[O:13], predict the reactants needed to synthesize it. The reactants are: [CH2:1]1[C:11]2[C:4](=[CH:5][C:6]([C:8]([CH:10]=2)=O)=O)[NH:3][CH:2]1[C:12]([OH:14])=[O:13].OC1C=C2C(=CC=1O)NC=C2.OC1C=C2C(=CC=1O)NC(C(O)=O)=C2.N1C2C(=CC(=O)C(=O)C=2)C=C1.CC1C2NC3C(C=2C(C)=NC=1N)=CC=CC=3. (3) Given the product [Cl:8][C:6]1[N:5]=[C:4]2[N:9]([CH:12]([CH3:14])[CH3:13])[N:10]=[CH:11][C:3]2=[C:2]([N:22]2[CH2:27][CH2:26][O:25][CH2:24][CH2:23]2)[N:7]=1, predict the reactants needed to synthesize it. The reactants are: Cl[C:2]1[N:7]=[C:6]([Cl:8])[N:5]=[C:4]2[N:9]([CH:12]([CH3:14])[CH3:13])[N:10]=[CH:11][C:3]=12.CCN(CC)CC.[NH:22]1[CH2:27][CH2:26][O:25][CH2:24][CH2:23]1. (4) Given the product [CH3:12][C:11]1[C:6]2[C:5](=[O:18])[NH:4][C:3]([CH2:2][N:19]3[CH2:24][CH2:23][C:22](=[O:25])[CH2:21][CH2:20]3)=[N:8][C:7]=2[S:9][C:10]=1[C:13]([OH:15])=[O:14], predict the reactants needed to synthesize it. The reactants are: Cl[CH2:2][C:3]1[NH:4][C:5](=[O:18])[C:6]2[C:11]([CH3:12])=[C:10]([C:13]([O:15]CC)=[O:14])[S:9][C:7]=2[N:8]=1.[NH:19]1[CH2:24][CH2:23][C:22](=[O:25])[CH2:21][CH2:20]1. (5) Given the product [NH2:18][C:10]1[O:11][C@H:12]([C:14]([F:16])([F:17])[F:15])[CH2:13][C@:8]([C:6]2[CH:7]=[C:2]([NH:1][C:32]([C:29]3[CH:28]=[N:27][C:26]([O:25][CH2:21][C:22]#[C:23][CH3:24])=[CH:31][N:30]=3)=[O:33])[CH:3]=[CH:4][C:5]=2[F:20])([CH3:19])[N:9]=1, predict the reactants needed to synthesize it. The reactants are: [NH2:1][C:2]1[CH:3]=[CH:4][C:5]([F:20])=[C:6]([C@:8]2([CH3:19])[CH2:13][C@@H:12]([C:14]([F:17])([F:16])[F:15])[O:11][C:10]([NH2:18])=[N:9]2)[CH:7]=1.[CH2:21]([O:25][C:26]1[N:27]=[CH:28][C:29]([C:32](O)=[O:33])=[N:30][CH:31]=1)[C:22]#[C:23][CH3:24].